This data is from CYP1A2 inhibition data for predicting drug metabolism from PubChem BioAssay. The task is: Regression/Classification. Given a drug SMILES string, predict its absorption, distribution, metabolism, or excretion properties. Task type varies by dataset: regression for continuous measurements (e.g., permeability, clearance, half-life) or binary classification for categorical outcomes (e.g., BBB penetration, CYP inhibition). Dataset: cyp1a2_veith. (1) The compound is Nc1nc2ccccc2nc1N1CCCC1. The result is 1 (inhibitor). (2) The molecule is O=C(O)CN(CCN(CC(=O)O)CC(=O)O)CC(=O)O.[Cu]. The result is 0 (non-inhibitor). (3) The molecule is COc1ccc(NC(=O)CC2C(=O)N(c3cccc(OC)c3)C(=O)N2C2CCCCC2)cc1. The result is 0 (non-inhibitor). (4) The molecule is O=C(O)[C@H](Cc1ccccc1)N1C(=O)c2ccccc2C1=O. The result is 0 (non-inhibitor). (5) The compound is Cc1oc(C(C)(C)C)cc1C(=O)Nc1cccc(/C=C/C(=O)O)c1. The result is 0 (non-inhibitor).